Dataset: NCI-60 drug combinations with 297,098 pairs across 59 cell lines. Task: Regression. Given two drug SMILES strings and cell line genomic features, predict the synergy score measuring deviation from expected non-interaction effect. (1) Cell line: UACC62. Drug 2: C1=NNC2=C1C(=O)NC=N2. Drug 1: C1=CN(C(=O)N=C1N)C2C(C(C(O2)CO)O)O.Cl. Synergy scores: CSS=26.4, Synergy_ZIP=-9.15, Synergy_Bliss=-3.75, Synergy_Loewe=-10.7, Synergy_HSA=-1.71. (2) Drug 1: CCCS(=O)(=O)NC1=C(C(=C(C=C1)F)C(=O)C2=CNC3=C2C=C(C=N3)C4=CC=C(C=C4)Cl)F. Drug 2: CC1C(C(CC(O1)OC2CC(OC(C2O)C)OC3=CC4=CC5=C(C(=O)C(C(C5)C(C(=O)C(C(C)O)O)OC)OC6CC(C(C(O6)C)O)OC7CC(C(C(O7)C)O)OC8CC(C(C(O8)C)O)(C)O)C(=C4C(=C3C)O)O)O)O. Cell line: OVCAR-5. Synergy scores: CSS=-0.230, Synergy_ZIP=25.4, Synergy_Bliss=23.5, Synergy_Loewe=19.0, Synergy_HSA=17.7. (3) Drug 1: CCCCC(=O)OCC(=O)C1(CC(C2=C(C1)C(=C3C(=C2O)C(=O)C4=C(C3=O)C=CC=C4OC)O)OC5CC(C(C(O5)C)O)NC(=O)C(F)(F)F)O. Drug 2: C1=NC2=C(N=C(N=C2N1C3C(C(C(O3)CO)O)F)Cl)N. Cell line: NCI/ADR-RES. Synergy scores: CSS=41.6, Synergy_ZIP=-0.752, Synergy_Bliss=-3.28, Synergy_Loewe=-17.7, Synergy_HSA=-3.62. (4) Drug 1: C1CN1P(=S)(N2CC2)N3CC3. Drug 2: C(=O)(N)NO. Cell line: COLO 205. Synergy scores: CSS=19.1, Synergy_ZIP=-7.02, Synergy_Bliss=-2.18, Synergy_Loewe=-10.8, Synergy_HSA=-3.49. (5) Synergy scores: CSS=57.0, Synergy_ZIP=-2.48, Synergy_Bliss=-2.88, Synergy_Loewe=0.686, Synergy_HSA=2.86. Drug 2: COCCOC1=C(C=C2C(=C1)C(=NC=N2)NC3=CC=CC(=C3)C#C)OCCOC.Cl. Drug 1: C1=NC2=C(N1)C(=S)N=C(N2)N. Cell line: ACHN. (6) Drug 1: CN1C2=C(C=C(C=C2)N(CCCl)CCCl)N=C1CCCC(=O)O.Cl. Drug 2: C(CC(=O)O)C(=O)CN.Cl. Cell line: SK-MEL-5. Synergy scores: CSS=9.21, Synergy_ZIP=-3.68, Synergy_Bliss=-3.97, Synergy_Loewe=4.25, Synergy_HSA=-1.03. (7) Drug 1: C1=CC(=CC=C1C#N)C(C2=CC=C(C=C2)C#N)N3C=NC=N3. Drug 2: CCN(CC)CCNC(=O)C1=C(NC(=C1C)C=C2C3=C(C=CC(=C3)F)NC2=O)C. Cell line: NCIH23. Synergy scores: CSS=2.17, Synergy_ZIP=-1.37, Synergy_Bliss=-0.562, Synergy_Loewe=0.809, Synergy_HSA=-1.43.